This data is from Full USPTO retrosynthesis dataset with 1.9M reactions from patents (1976-2016). The task is: Predict the reactants needed to synthesize the given product. (1) Given the product [Br:1][C:2]1[CH:7]=[CH:6][C:5]([CH2:8][CH2:9][C:10]2([NH:15][C:16](=[O:18])[CH3:17])[CH2:11][O:12][C:21]([CH3:23])([CH3:22])[O:14][CH2:13]2)=[CH:4][CH:3]=1, predict the reactants needed to synthesize it. The reactants are: [Br:1][C:2]1[CH:7]=[CH:6][C:5]([CH2:8][CH2:9][C:10]([NH:15][C:16](=[O:18])[CH3:17])([CH2:13][OH:14])[CH2:11][OH:12])=[CH:4][CH:3]=1.CO[C:21](OC)([CH3:23])[CH3:22].C1(C)C=CC(S(O)(=O)=O)=CC=1. (2) Given the product [Si:1]([O:18][C@@H:19]1[C@H:23]([CH2:24]/[CH:25]=[CH:26]\[CH2:27][CH2:28][CH2:29][C:30]([OH:32])=[O:31])[C@@H:22](/[CH:34]=[CH:35]/[C:36]([O:43][Si:44]([C:57]([CH3:60])([CH3:59])[CH3:58])([C:45]2[CH:46]=[CH:47][CH:48]=[CH:49][CH:50]=2)[C:51]2[CH:52]=[CH:53][CH:54]=[CH:55][CH:56]=2)([CH3:42])[CH2:37][CH2:38][CH2:39][CH2:40][CH3:41])[C:21](=[CH2:61])[CH2:20]1)([C:14]([CH3:16])([CH3:15])[CH3:17])([C:2]1[CH:3]=[CH:4][CH:5]=[CH:6][CH:7]=1)[C:8]1[CH:9]=[CH:10][CH:11]=[CH:12][CH:13]=1, predict the reactants needed to synthesize it. The reactants are: [Si:1]([O:18][C@@H:19]1[C@H:23]([CH2:24]/[CH:25]=[CH:26]\[CH2:27][CH2:28][CH2:29][C:30]([O:32]C)=[O:31])[C@@H:22](/[CH:34]=[CH:35]/[C:36]([O:43][Si:44]([C:57]([CH3:60])([CH3:59])[CH3:58])([C:51]2[CH:56]=[CH:55][CH:54]=[CH:53][CH:52]=2)[C:45]2[CH:50]=[CH:49][CH:48]=[CH:47][CH:46]=2)([CH3:42])[CH2:37][CH2:38][CH2:39][CH2:40][CH3:41])[C:21](=[CH2:61])[CH2:20]1)([C:14]([CH3:17])([CH3:16])[CH3:15])([C:8]1[CH:13]=[CH:12][CH:11]=[CH:10][CH:9]=1)[C:2]1[CH:7]=[CH:6][CH:5]=[CH:4][CH:3]=1.CO.[Li+].[OH-]. (3) Given the product [C:1]([C:4]1[CH:5]=[C:6]([C:20]([OH:22])=[O:21])[C:7]([C:10]2[CH:15]=[CH:14][C:13]([C:16]([F:17])([F:19])[F:18])=[CH:12][CH:11]=2)=[CH:8][CH:9]=1)(=[O:3])[CH3:2], predict the reactants needed to synthesize it. The reactants are: [C:1]([C:4]1[CH:5]=[C:6]([C:20]([O:22]C)=[O:21])[C:7]([C:10]2[CH:15]=[CH:14][C:13]([C:16]([F:19])([F:18])[F:17])=[CH:12][CH:11]=2)=[CH:8][CH:9]=1)(=[O:3])[CH3:2].[OH-].[Na+]. (4) Given the product [NH2:1][C:2]1[CH:3]=[C:4]2[C:8](=[CH:9][C:10]=1[NH2:11])[N:7]([CH:14]([CH3:15])[CH3:16])[C:6](=[O:17])[C:5]2([CH2:20][CH3:21])[CH2:18][CH3:19], predict the reactants needed to synthesize it. The reactants are: [NH2:1][C:2]1[CH:3]=[C:4]2[C:8](=[CH:9][C:10]=1[N+:11]([O-])=O)[N:7]([CH:14]([CH3:16])[CH3:15])[C:6](=[O:17])[C:5]2([CH2:20][CH3:21])[CH2:18][CH3:19]. (5) Given the product [Cl:1][C:2]1[CH:3]=[C:4]([C:12]2[O:16][N:15]=[C:14]([C:17]3[CH:18]=[CH:19][C:20]([CH2:26][CH2:27][CH2:28][C:29]([OH:31])=[O:30])=[C:21]4[C:25]=3[NH:24][CH:23]=[CH:22]4)[N:13]=2)[CH:5]=[N:6][C:7]=1[O:8][CH:9]([CH3:11])[CH3:10], predict the reactants needed to synthesize it. The reactants are: [Cl:1][C:2]1[CH:3]=[C:4]([C:12]2[O:16][N:15]=[C:14]([C:17]3[CH:18]=[CH:19][C:20]([CH2:26][CH2:27][CH2:28][C:29]([O:31]CC)=[O:30])=[C:21]4[C:25]=3[NH:24][CH:23]=[CH:22]4)[N:13]=2)[CH:5]=[N:6][C:7]=1[O:8][CH:9]([CH3:11])[CH3:10].[OH-].[Na+]. (6) Given the product [F:25][C:26]1[CH:31]=[CH:30][C:29]([F:32])=[CH:28][C:27]=1[CH:33]1[CH2:42][CH2:41][C:40]2[C:35](=[CH:36][CH:37]=[C:38]([O:43][C:44]3[N:45]=[CH:46][C:47]([NH2:50])=[CH:48][CH:49]=3)[CH:39]=2)[O:34]1, predict the reactants needed to synthesize it. The reactants are: NC1C=CC(OC2C=C3C(=CC=2)OC(C2C=CC=CC=2)CC3)=NC=1.[F:25][C:26]1[CH:31]=[CH:30][C:29]([F:32])=[CH:28][C:27]=1[CH:33]1[CH2:42][CH2:41][C:40]2[C:35](=[CH:36][CH:37]=[C:38]([O:43][C:44]3[CH:49]=[CH:48][C:47]([N+:50]([O-])=O)=[CH:46][N:45]=3)[CH:39]=2)[O:34]1. (7) Given the product [CH3:1][O:2][C:3]1[CH:8]=[CH:7][C:6]([C:9]2[S:18][C:17]([NH:16][C:13](=[O:15])[CH3:14])=[N:19][C:10]=2[CH3:11])=[CH:5][CH:4]=1, predict the reactants needed to synthesize it. The reactants are: [CH3:1][O:2][C:3]1[CH:8]=[CH:7][C:6]([CH2:9][C:10](=O)[CH3:11])=[CH:5][CH:4]=1.[C:13]([NH:16][C:17]([NH2:19])=[S:18])(=[O:15])[CH3:14].II.